This data is from Full USPTO retrosynthesis dataset with 1.9M reactions from patents (1976-2016). The task is: Predict the reactants needed to synthesize the given product. Given the product [CH2:27]([O:12][C:10](=[O:11])[C@@H:9]([NH2:8])[CH2:13][C:14]1[CH:15]=[CH:16][C:17]([C:20]2[CH:25]=[CH:24][CH:23]=[C:22]([Cl:26])[CH:21]=2)=[CH:18][CH:19]=1)[C:28]1[CH:33]=[CH:32][CH:31]=[CH:30][CH:29]=1, predict the reactants needed to synthesize it. The reactants are: C(OC([NH:8][C@@H:9]([CH2:13][C:14]1[CH:19]=[CH:18][C:17]([C:20]2[CH:25]=[CH:24][CH:23]=[C:22]([Cl:26])[CH:21]=2)=[CH:16][CH:15]=1)[C:10]([OH:12])=[O:11])=O)(C)(C)C.[CH2:27](Br)[C:28]1[CH:33]=[CH:32][CH:31]=[CH:30][CH:29]=1.C([O-])(O)=O.[Na+].